From a dataset of Peptide-MHC class II binding affinity with 134,281 pairs from IEDB. Regression. Given a peptide amino acid sequence and an MHC pseudo amino acid sequence, predict their binding affinity value. This is MHC class II binding data. (1) The peptide sequence is IPLYRNGDFFISSKD. The MHC is DRB1_0802 with pseudo-sequence DRB1_0802. The binding affinity (normalized) is 0. (2) The peptide sequence is LHFSEALHIIAGTPE. The MHC is HLA-DQA10401-DQB10402 with pseudo-sequence HLA-DQA10401-DQB10402. The binding affinity (normalized) is 0.442. (3) The peptide sequence is NYEQQEQASQQILSS. The MHC is DRB3_0202 with pseudo-sequence DRB3_0202. The binding affinity (normalized) is 0.